From a dataset of Forward reaction prediction with 1.9M reactions from USPTO patents (1976-2016). Predict the product of the given reaction. (1) Given the reactants [Cl:1][C:2]1[C:3]([N:12]2[CH2:17][CH2:16][N:15]([CH2:18][CH2:19][C:20]3[CH:25]=[CH:24][CH:23]=[CH:22][CH:21]=3)[CH2:14][CH2:13]2)=[C:4]([N+:9]([O-])=O)[C:5]([NH2:8])=[N:6][CH:7]=1.[CH3:26][N:27]([CH3:36])[C:28]1[CH:35]=[CH:34][C:31]([CH:32]=O)=[CH:30][CH:29]=1.[O-]S(S([O-])=O)=O.[Na+].[Na+], predict the reaction product. The product is: [Cl:1][C:2]1[C:3]([N:12]2[CH2:17][CH2:16][N:15]([CH2:18][CH2:19][C:20]3[CH:25]=[CH:24][CH:23]=[CH:22][CH:21]=3)[CH2:14][CH2:13]2)=[C:4]2[N:9]=[C:32]([C:31]3[CH:34]=[CH:35][C:28]([N:27]([CH3:36])[CH3:26])=[CH:29][CH:30]=3)[NH:8][C:5]2=[N:6][CH:7]=1. (2) Given the reactants C[O:2][C:3]([C:5]1[CH:6]=[C:7]2[C:11](=[CH:12][CH:13]=1)[CH2:10][C@H:9]([NH:14][S:15]([CH:18]([CH3:20])[CH3:19])(=[O:17])=[O:16])[CH2:8]2)=O.[H-].[Al+3].[Li+].[H-].[H-].[H-], predict the reaction product. The product is: [OH:2][CH2:3][C:5]1[CH:6]=[C:7]2[C:11](=[CH:12][CH:13]=1)[CH2:10][C@H:9]([NH:14][S:15]([CH:18]([CH3:20])[CH3:19])(=[O:17])=[O:16])[CH2:8]2. (3) Given the reactants C(N(CC)CC)C.[NH2:8][CH2:9][C:10]1[CH:11]=[C:12]([CH2:16][N:17]2[C:25]3[C:20](=[C:21]([CH:26]([OH:28])[CH3:27])[CH:22]=[CH:23][CH:24]=3)[C:19]([NH:29][S:30]([C:33]3[S:34][C:35]([Cl:38])=[CH:36][CH:37]=3)(=[O:32])=[O:31])=[N:18]2)[CH:13]=[CH:14][CH:15]=1.C([O:42][C:43]([CH3:48])([CH3:47])[C:44](Cl)=[O:45])(=O)C.C(=O)([O-])[O-].[K+].[K+], predict the reaction product. The product is: [Cl:38][C:35]1[S:34][C:33]([S:30]([NH:29][C:19]2[C:20]3[C:25](=[CH:24][CH:23]=[CH:22][C:21]=3[CH:26]([OH:28])[CH3:27])[N:17]([CH2:16][C:12]3[CH:11]=[C:10]([CH2:9][NH:8][C:44](=[O:45])[C:43]([OH:42])([CH3:48])[CH3:47])[CH:15]=[CH:14][CH:13]=3)[N:18]=2)(=[O:32])=[O:31])=[CH:37][CH:36]=1. (4) Given the reactants [CH3:1][NH:2][C:3]1[C:12]2[C:7](=[CH:8][CH:9]=[C:10](B3OC(C)(C)C(C)(C)O3)[CH:11]=2)[N:6]=[C:5]([C:22]2[CH:23]=[N:24][CH:25]=[CH:26][CH:27]=2)[N:4]=1.Br[C:29]1[CH:30]=[CH:31][C:32]([O:39][CH3:40])=[C:33]([NH:35][C:36](=[O:38])[CH3:37])[CH:34]=1.O.[O-]P([O-])([O-])=O.[K+].[K+].[K+].O, predict the reaction product. The product is: [CH3:40][O:39][C:32]1[CH:31]=[CH:30][C:29]([C:10]2[CH:11]=[C:12]3[C:7](=[CH:8][CH:9]=2)[N:6]=[C:5]([C:22]2[CH:23]=[N:24][CH:25]=[CH:26][CH:27]=2)[N:4]=[C:3]3[NH:2][CH3:1])=[CH:34][C:33]=1[NH:35][C:36](=[O:38])[CH3:37]. (5) The product is: [Br:1][C:2]([CH:3]=[N:23][C:21]([O:30][Si:8]([CH3:10])([CH3:9])[CH3:7])=[CH2:22])=[CH2:5]. Given the reactants [Br:1][C:2](=[CH2:5])[CH:3]=O.[Li+].[CH3:7][Si:8]([N-][Si:8]([CH3:10])([CH3:9])[CH3:7])([CH3:10])[CH3:9].C[Si](Cl)(C)C.[CH2:21]([N:23](CC)CC)[CH3:22].C(Cl)(=[O:30])C, predict the reaction product. (6) Given the reactants [F:1][C:2]1([F:16])[CH2:6][N:5]([C:7]([O:9][C:10]([CH3:13])([CH3:12])[CH3:11])=[O:8])[C@@H:4]([CH:14]=O)[CH2:3]1.C1(P(=[CH:36][C:37]([O:39][CH2:40][CH3:41])=[O:38])(C2C=CC=CC=2)C2C=CC=CC=2)C=CC=CC=1, predict the reaction product. The product is: [CH2:40]([O:39][C:37](=[O:38])[CH:36]=[CH:14][C@H:4]1[CH2:3][C:2]([F:16])([F:1])[CH2:6][N:5]1[C:7]([O:9][C:10]([CH3:13])([CH3:12])[CH3:11])=[O:8])[CH3:41]. (7) The product is: [Br:1][C:2]1[CH:3]=[CH:4][C:5]2[O:9][C:8]([C:10](=[O:12])[NH2:11])=[C:7]([NH:13][C:14]([C:16]3[N:35]([CH3:31])[N:34]=[C:33]([O:37][CH:38]4[CH2:43][CH2:42][N:41]([C:44]([O:46][C:47]([CH3:50])([CH3:49])[CH3:48])=[O:45])[CH2:40][CH2:39]4)[CH:19]=3)=[O:15])[C:6]=2[CH:27]=1. Given the reactants [Br:1][C:2]1[CH:3]=[CH:4][C:5]2[O:9][C:8]([C:10](=[O:12])[NH2:11])=[C:7]([NH:13][C:14]([CH:16]3[CH2:19]N(C(OC(C)(C)C)=O)C3)=[O:15])[C:6]=2[CH:27]=1.C([C:31]1[N:35](C)[N:34]=[C:33]([O:37][CH:38]2[CH2:43][CH2:42][N:41]([C:44]([O:46][C:47]([CH3:50])([CH3:49])[CH3:48])=[O:45])[CH2:40][CH2:39]2)C=1)(O)=O.C(N1CC(C(O)=O)C1)(OC(C)(C)C)=O, predict the reaction product.